From a dataset of Forward reaction prediction with 1.9M reactions from USPTO patents (1976-2016). Predict the product of the given reaction. Given the reactants [CH2:1]([O:3][C:4]([CH2:6][C:7]1[CH:8]=[CH:9][C:10]([O:28][CH3:29])=[C:11]([CH:27]=1)[O:12][C:13]1[CH:21]=[CH:20][C:16]([C:17]([OH:19])=O)=[CH:15][C:14]=1[CH2:22][S:23][CH:24]([CH3:26])[CH3:25])=[O:5])[CH3:2].C(Cl)(=O)C(Cl)=O.[CH2:36]([NH2:38])[CH3:37].C(N(C(C)C)CC)(C)C, predict the reaction product. The product is: [CH2:1]([O:3][C:4](=[O:5])[CH2:6][C:7]1[CH:8]=[CH:9][C:10]([O:28][CH3:29])=[C:11]([O:12][C:13]2[CH:21]=[CH:20][C:16]([C:17](=[O:19])[NH:38][CH2:36][CH3:37])=[CH:15][C:14]=2[CH2:22][S:23][CH:24]([CH3:26])[CH3:25])[CH:27]=1)[CH3:2].